Dataset: Reaction yield outcomes from USPTO patents with 853,638 reactions. Task: Predict the reaction yield, written as a fraction of the theoretical maximum amount of product (1.0 means a 100% yield; for example, 0.34 means a 34% yield). (1) The reactants are CN(C)CC[C:5]1[CH:14]=[CH:13][C:12]2[C:11](=[O:15])[N:10]([CH2:16][O:17][CH3:18])[C:9]3[CH:19]=[CH:20][CH:21]=[CH:22][C:8]=3[C:7]=2[N:6]=1. The catalyst is C(O)C.ClCCl.[Pd]. The product is [CH3:11][N:10]([CH3:16])[CH2:9][CH2:8][C:21]1[CH:20]=[CH:19][C:9]2[N:10]([CH2:16][O:17][CH3:18])[C:11](=[O:15])[C:12]3[CH2:13][CH2:14][CH2:5][NH:6][C:7]=3[C:8]=2[CH:22]=1. The yield is 0.900. (2) The reactants are [Cl-].O[NH3+:3].[C:4](=[O:7])([O-])[OH:5].[Na+].CS(C)=O.[CH2:13]([C:15]1[N:16]=[C:17]([CH2:47][CH2:48][CH3:49])[N:18]([CH2:32][C:33]2[CH:38]=[CH:37][C:36]([C:39]3[C:40]([C:45]#[N:46])=[CH:41][CH:42]=[CH:43][CH:44]=3)=[CH:35][CH:34]=2)[C:19](=[O:31])[C:20]=1[C:21]1[CH:26]=[CH:25][C:24]([O:27][CH:28]([CH3:30])[CH3:29])=[CH:23][CH:22]=1)[CH3:14]. The catalyst is C(OCC)(=O)C. The product is [CH2:13]([C:15]1[N:16]=[C:17]([CH2:47][CH2:48][CH3:49])[N:18]([CH2:32][C:33]2[CH:34]=[CH:35][C:36]([C:39]3[CH:44]=[CH:43][CH:42]=[CH:41][C:40]=3[C:45]3[NH:3][C:4](=[O:7])[O:5][N:46]=3)=[CH:37][CH:38]=2)[C:19](=[O:31])[C:20]=1[C:21]1[CH:22]=[CH:23][C:24]([O:27][CH:28]([CH3:29])[CH3:30])=[CH:25][CH:26]=1)[CH3:14]. The yield is 0.790. (3) The reactants are [CH3:1][N:2]1[CH2:7][CH2:6][CH:5]([N:8]2[CH:12]=[C:11]([N+:13]([O-])=O)[CH:10]=[N:9]2)[CH2:4][CH2:3]1. The catalyst is [Pd].C(O)C. The product is [CH3:1][N:2]1[CH2:3][CH2:4][CH:5]([N:8]2[CH:12]=[C:11]([NH2:13])[CH:10]=[N:9]2)[CH2:6][CH2:7]1. The yield is 0.800.